Dataset: Full USPTO retrosynthesis dataset with 1.9M reactions from patents (1976-2016). Task: Predict the reactants needed to synthesize the given product. Given the product [C:1]1([C:7]2[O:8][CH:9]=[C:10]([CH2:12][CH2:13][NH:14][C:27](=[O:28])[C:26]3[CH:30]=[C:22]([C:19]4[N:18]=[C:17]([C:16]([F:32])([F:31])[F:15])[O:21][N:20]=4)[CH:23]=[N:24][CH:25]=3)[N:11]=2)[CH:2]=[CH:3][CH:4]=[CH:5][CH:6]=1, predict the reactants needed to synthesize it. The reactants are: [C:1]1([C:7]2[O:8][CH:9]=[C:10]([CH2:12][CH2:13][NH2:14])[N:11]=2)[CH:6]=[CH:5][CH:4]=[CH:3][CH:2]=1.[F:15][C:16]([F:32])([F:31])[C:17]1[O:21][N:20]=[C:19]([C:22]2[CH:23]=[N:24][CH:25]=[C:26]([CH:30]=2)[C:27](O)=[O:28])[N:18]=1.